Regression/Classification. Given a drug SMILES string, predict its absorption, distribution, metabolism, or excretion properties. Task type varies by dataset: regression for continuous measurements (e.g., permeability, clearance, half-life) or binary classification for categorical outcomes (e.g., BBB penetration, CYP inhibition). For this dataset (half_life_obach), we predict log10(half-life) (log10 of half-life in hours). From a dataset of Drug half-life prediction data from Obach et al.. (1) The molecule is CC(N)Cc1ccccc1. The log10(half-life) is 0.860. (2) The log10(half-life) is 1.30. The compound is C=C(C)O[C@@]12CO[C@@H]1C[C@@H]1C[C@@]13C(=O)[C@H](OC(C)=O)C1=C(C)[C@@H](OC(=O)[C@H](O)[C@@H](NC(=O)OC(C)(C)C)c4ccccc4)C[C@@](O)([C@H](OC(=O)c4ccccc4)[C@H]23)C1(C)C. (3) The molecule is CCCc1nc2c(C)cc(-c3nc4ccccc4n3C)cc2n1Cc1ccc(-c2ccccc2C(=O)O)cc1. The log10(half-life) is 1.30. (4) The drug is CN1CCCC(n2nc(Cc3ccc(Cl)cc3)c3ccccc3c2=O)CC1. The log10(half-life) is 1.34.